This data is from Choline transporter screen with 302,306 compounds. The task is: Binary Classification. Given a drug SMILES string, predict its activity (active/inactive) in a high-throughput screening assay against a specified biological target. (1) The compound is S(c1n(CCOC)c(=O)c2c(n1)cccc2)CC(=O)Nc1ccc(NC(=O)C)cc1. The result is 0 (inactive). (2) The drug is O=C(N1CCCCCC1)C(/NC(=O)c1ccc(OC)cc1)=C\c1occc1. The result is 0 (inactive). (3) The molecule is O(c1ccc(C(=O)/C=C\c2ccc(cc2)C(OC)=O)cc1)C. The result is 0 (inactive). (4) The molecule is S(=O)(=O)(N)c1ccc(C(NC(=O)CNC(=O)C2CCCCC2)C)cc1. The result is 0 (inactive). (5) The compound is Clc1cc(c(OCC(Oc2c(cccc2)C(=O)C)=O)cc1)C. The result is 0 (inactive). (6) The compound is S(=O)(=O)(N1C(c2c(CC1)cc(OC)c(OC)c2)c1ccccc1)C. The result is 0 (inactive). (7) The compound is [O-][N+](=O)c1c2c(nc(cc2Nc2ccc(cc2)C)C)c(cc1)C. The result is 0 (inactive). (8) The molecule is S(=O)(=O)(Nc1ccc(OC)cc1)c1cc(C(=O)NCC(N2CCCCC2)c2occc2)c(cc1)C. The result is 1 (active). (9) The compound is O(C(C(=O)N(c1ccccc1)C)C)C(=O)Cn1c2c(n(c(=O)n(c2=O)C)C)nc1. The result is 0 (inactive). (10) The molecule is S(=O)(=O)(NC(Cc1ccccc1)C(O)=O)c1cc2CCN(c2cc1)C(=O)CC. The result is 0 (inactive).